This data is from Full USPTO retrosynthesis dataset with 1.9M reactions from patents (1976-2016). The task is: Predict the reactants needed to synthesize the given product. (1) Given the product [C:1]([O:4][CH2:5][CH2:6][C:7]1[C:12]([N+:16]([O-:18])=[O:17])=[CH:11][C:10]2[O:13][CH2:14][O:15][C:9]=2[CH:8]=1)(=[O:3])[CH3:2], predict the reactants needed to synthesize it. The reactants are: [C:1]([O:4][CH2:5][CH2:6][C:7]1[CH:12]=[CH:11][C:10]2[O:13][CH2:14][O:15][C:9]=2[CH:8]=1)(=[O:3])[CH3:2].[N+:16]([O-])([OH:18])=[O:17].O. (2) Given the product [F:15][C:12]([F:13])([F:14])[C:8]1[CH:7]=[C:6]2[C:11]([C:2]([OH:1])=[CH:3][CH:4]=[N:5]2)=[CH:10][CH:9]=1, predict the reactants needed to synthesize it. The reactants are: [OH:1][C:2]1[C:11]2[C:6](=[CH:7][C:8]([C:12]([F:15])([F:14])[F:13])=[CH:9][CH:10]=2)[N:5]=[CH:4][C:3]=1C(O)=O.C(=O)=O. (3) Given the product [CH2:1]([C:3]1[CH:8]=[CH:7][C:6]([CH:9]2[CH2:10][CH:11]([C:24]3[O:26][N:30]=[C:29]([C:31]4[CH:36]=[N:35][CH:34]=[CH:33][N:32]=4)[N:28]=3)[CH2:12][N:13]([C:15]([N:17]3[CH2:22][CH2:21][CH:20]([OH:23])[CH2:19][CH2:18]3)=[O:16])[CH2:14]2)=[CH:5][CH:4]=1)[CH3:2], predict the reactants needed to synthesize it. The reactants are: [CH2:1]([C:3]1[CH:8]=[CH:7][C:6]([CH:9]2[CH2:14][N:13]([C:15]([N:17]3[CH2:22][CH2:21][CH:20]([OH:23])[CH2:19][CH2:18]3)=[O:16])[CH2:12][CH:11]([C:24]([OH:26])=O)[CH2:10]2)=[CH:5][CH:4]=1)[CH3:2].O[NH:28][C:29]([C:31]1[CH:36]=[N:35][CH:34]=[CH:33][N:32]=1)=[NH:30]. (4) Given the product [F:1][C:2]1[C:7]([C:8]([F:9])([F:10])[F:11])=[CH:6][CH:5]=[CH:4][C:3]=1[C:12]1[S:13][C:14]([CH3:28])=[C:15]([CH2:17][N:18]2[CH:22]=[C:21]([C:23]([OH:25])=[O:24])[CH:20]=[N:19]2)[N:16]=1, predict the reactants needed to synthesize it. The reactants are: [F:1][C:2]1[C:7]([C:8]([F:11])([F:10])[F:9])=[CH:6][CH:5]=[CH:4][C:3]=1[C:12]1[S:13][C:14]([CH3:28])=[C:15]([CH2:17][N:18]2[CH:22]=[C:21]([C:23]([O:25]CC)=[O:24])[CH:20]=[N:19]2)[N:16]=1.[OH-].[Na+].O. (5) Given the product [C:1]([O:5][C:6](=[O:7])[NH:8][CH:9]1[CH2:14][CH2:13][N:12]([CH2:15][C@@H:16]([N:18]2[CH2:23][CH2:22][C@H:21]([OH:24])[C@@H:20]([CH3:31])[CH2:19]2)[CH3:17])[CH2:11][CH2:10]1)([CH3:2])([CH3:3])[CH3:4], predict the reactants needed to synthesize it. The reactants are: [C:1]([O:5][C:6]([NH:8][CH:9]1[CH2:14][CH2:13][N:12]([CH2:15][C@@H:16]([N:18]2[CH2:23][CH2:22][C@H:21]([O:24]C(=O)C(C)(C)C)[C@@H:20]([CH3:31])[CH2:19]2)[CH3:17])[CH2:11][CH2:10]1)=[O:7])([CH3:4])([CH3:3])[CH3:2].C[O-].[Na+]. (6) Given the product [C:16]([C:2]1[CH:3]=[C:4]([CH:7]=[C:8]([N+:12]([O-:14])=[O:13])[C:9]=1[O:10][CH3:11])[C:5]#[N:6])([CH3:18])=[CH2:17], predict the reactants needed to synthesize it. The reactants are: Br[C:2]1[CH:3]=[C:4]([CH:7]=[C:8]([N+:12]([O-:14])=[O:13])[C:9]=1[O:10][CH3:11])[C:5]#[N:6].O.[C:16](B(O)O)([CH3:18])=[CH2:17].C(=O)([O-])[O-].[K+].[K+]. (7) Given the product [Cl:1][C:2]1[C:7]([C:8]2[N:18]=[C:14]3[CH:13]=[C:12]([Cl:11])[CH:17]=[CH:16][N:15]3[CH:9]=2)=[CH:6][CH:5]=[CH:4][N:3]=1, predict the reactants needed to synthesize it. The reactants are: [Cl:1][C:2]1[C:7]([C:8](=O)[CH3:9])=[CH:6][CH:5]=[CH:4][N:3]=1.[Cl:11][C:12]1[CH:17]=[CH:16][N:15]=[C:14]([NH2:18])[CH:13]=1.C([O-])(O)=O.[Na+].C(O)C.